Predict the reactants needed to synthesize the given product. From a dataset of Full USPTO retrosynthesis dataset with 1.9M reactions from patents (1976-2016). (1) Given the product [Br:13][C:14]1[CH:19]=[CH:18][C:17]([S:20]([NH:1][C:2]2[S:3][CH:4]=[C:5]([CH2:7][C:8]([O:10][CH2:11][CH3:12])=[O:9])[N:6]=2)(=[O:21])=[O:22])=[C:16]([F:24])[CH:15]=1, predict the reactants needed to synthesize it. The reactants are: [NH2:1][C:2]1[S:3][CH:4]=[C:5]([CH2:7][C:8]([O:10][CH2:11][CH3:12])=[O:9])[N:6]=1.[Br:13][C:14]1[CH:19]=[CH:18][C:17]([S:20](Cl)(=[O:22])=[O:21])=[C:16]([F:24])[CH:15]=1. (2) Given the product [CH3:1][C:2]1[C:7]([CH3:8])=[CH:6][N:5]=[C:4]([N:9]2[C:10](=[O:11])[C:18]3[C:13](=[CH:14][CH:15]=[CH:16][CH:17]=3)[C:12]2=[O:19])[CH:3]=1, predict the reactants needed to synthesize it. The reactants are: [CH3:1][C:2]1[C:7]([CH3:8])=[CH:6][N:5]=[C:4]([NH2:9])[CH:3]=1.[C:10]1(=O)[C:18]2[C:13](=[CH:14][CH:15]=[CH:16][CH:17]=2)[C:12](=[O:19])[O:11]1.C([O-])(O)=O.[Na+]. (3) The reactants are: [CH2:1]([O:8][C:9]1[CH:18]=[C:17]2[C:12]([C:13]([O:19][C:20]3[CH:25]=[CH:24][C:23]([NH:26]C(=O)C)=[CH:22][CH:21]=3)=[CH:14][CH:15]=[N:16]2)=[CH:11][C:10]=1[O:30][CH3:31])[C:2]1[CH:7]=[CH:6][CH:5]=[CH:4][CH:3]=1.[OH-].[Na+]. Given the product [CH2:1]([O:8][C:9]1[CH:18]=[C:17]2[C:12]([C:13]([O:19][C:20]3[CH:25]=[CH:24][C:23]([NH2:26])=[CH:22][CH:21]=3)=[CH:14][CH:15]=[N:16]2)=[CH:11][C:10]=1[O:30][CH3:31])[C:2]1[CH:7]=[CH:6][CH:5]=[CH:4][CH:3]=1, predict the reactants needed to synthesize it. (4) Given the product [CH2:1]([N:8]1[C:13](=[O:14])[C:12]([C:15]#[N:16])=[C:11]([N:38]2[CH2:43][CH2:42][N:41]([C:44]([C:46]3[S:47][CH:48]=[CH:49][CH:50]=3)=[O:45])[CH2:40][CH2:39]2)[C:10]2[C:18]([CH3:21])=[CH:19][S:20][C:9]1=2)[C:2]1[CH:7]=[CH:6][CH:5]=[CH:4][CH:3]=1, predict the reactants needed to synthesize it. The reactants are: [CH2:1]([N:8]1[C:13](=[O:14])[C:12]([C:15]#[N:16])=[C:11](Cl)[C:10]2[C:18]([CH3:21])=[CH:19][S:20][C:9]1=2)[C:2]1[CH:7]=[CH:6][CH:5]=[CH:4][CH:3]=1.C(N1C(=O)C(C#N)=C([N:38]2[CH2:43][CH2:42][N:41]([C:44]([C:46]3[S:47][CH:48]=[CH:49][CH:50]=3)=[O:45])[CH2:40][CH2:39]2)C2C=CSC1=2)C1C=CC=CC=1. (5) The reactants are: [CH3:1][C@H:2]1[CH2:33][C:32]([CH3:34])=[CH:31][C@@H:30]([CH2:35][CH:36]=[CH2:37])[C:28](=[O:29])[CH2:27][C@H:26]([OH:38])[C@@H:25]([CH3:39])[C@@H:24](/[C:40](/[CH3:51])=[CH:41]/[C@H:42]2[CH2:47][C@@H:46]([O:48][CH3:49])[C@H:45]([OH:50])[CH2:44][CH2:43]2)[O:23][C:21](=[O:22])[C@H:20]2[N:15]([CH2:16][CH2:17][CH2:18][CH2:19]2)[C:13](=[O:14])[C:11](=[O:12])[C@:9]2([OH:52])[O:10][C@@H:5]([C@@H:6]([O:54][CH3:55])[CH2:7][C@H:8]2[CH3:53])[C@@H:4]([O:56][CH3:57])[CH2:3]1.[N:58]([CH2:61][CH2:62][CH2:63][C:64]([O:66][CH2:67][CH2:68][Si:69]([CH3:72])([CH3:71])[CH3:70])=[O:65])=[C:59]=[O:60]. Given the product [CH2:35]([CH:30]1[CH:31]=[C:32]([CH3:34])[CH2:33][CH:2]([CH3:1])[CH2:3][CH:4]([O:56][CH3:57])[CH:5]2[O:10][C:9]([OH:52])([CH:8]([CH3:53])[CH2:7][CH:6]2[O:54][CH3:55])[C:11](=[O:12])[C:13](=[O:14])[N:15]2[CH:20]([CH2:19][CH2:18][CH2:17][CH2:16]2)[C:21](=[O:22])[O:23][CH:24]([C:40]([CH3:51])=[CH:41][CH:42]2[CH2:43][CH2:44][CH:45]([O:50][C:59](=[O:60])[NH:58][CH2:61][CH2:62][CH2:63][C:64]([O:66][CH2:67][CH2:68][Si:69]([CH3:70])([CH3:72])[CH3:71])=[O:65])[CH:46]([O:48][CH3:49])[CH2:47]2)[CH:25]([CH3:39])[CH:26]([OH:38])[CH2:27][C:28]1=[O:29])[CH:36]=[CH2:37], predict the reactants needed to synthesize it. (6) Given the product [C:1]([O:5][C:6]([N:8]1[CH2:12][C@@H:11]([N:13]([CH2:69][C:68]2[CH:71]=[CH:72][C:65]([C:63]#[N:64])=[CH:66][CH:67]=2)[S:14]([C:17]2[CH:18]=[CH:19][C:20]([C:23]#[N:24])=[CH:21][CH:22]=2)(=[O:15])=[O:16])[CH2:10][C@H:9]1[C:25]([N:27]1[CH2:31][CH2:30][S:29][CH2:28]1)=[O:26])=[O:7])([CH3:4])([CH3:2])[CH3:3], predict the reactants needed to synthesize it. The reactants are: [C:1]([O:5][C:6]([N:8]1[CH2:12][C@@H:11]([NH:13][S:14]([C:17]2[CH:22]=[CH:21][C:20]([C:23]#[N:24])=[CH:19][CH:18]=2)(=[O:16])=[O:15])[CH2:10][C@H:9]1[C:25]([N:27]1[CH2:31][CH2:30][S:29][CH2:28]1)=[O:26])=[O:7])([CH3:4])([CH3:3])[CH3:2].Cl.C(C1C=CC(S(N[C@@H]2CN[C@H](C(C3NCCS3)=O)C2)(=O)=O)=CC=1)#N.C(=O)([O-])[O-].[K+].[K+].[C:63]([C:65]1[CH:72]=[CH:71][C:68]([CH2:69]Br)=[CH:67][CH:66]=1)#[N:64].C(O)(=O)CC(CC(O)=O)(C(O)=O)O.